The task is: Regression. Given a peptide amino acid sequence and an MHC pseudo amino acid sequence, predict their binding affinity value. This is MHC class II binding data.. This data is from Peptide-MHC class II binding affinity with 134,281 pairs from IEDB. (1) The peptide sequence is AFKVAATAANAAHAN. The MHC is DRB1_0701 with pseudo-sequence DRB1_0701. The binding affinity (normalized) is 0.712. (2) The peptide sequence is EKKYFAKTQFEPLAA. The MHC is HLA-DPA10201-DPB10501 with pseudo-sequence HLA-DPA10201-DPB10501. The binding affinity (normalized) is 0.705. (3) The peptide sequence is IRYPLTFGWCFKLVPVDPREVEEA. The MHC is HLA-DQA10201-DQB10202 with pseudo-sequence HLA-DQA10201-DQB10202. The binding affinity (normalized) is 0. (4) The peptide sequence is RLCFSKSKNTLMYEI. The MHC is DRB1_1302 with pseudo-sequence DRB1_1302. The binding affinity (normalized) is 0.377. (5) The peptide sequence is KSSKPLVGPFNFRFMSKGGM. The MHC is DRB1_0802 with pseudo-sequence DRB1_0802. The binding affinity (normalized) is 0.676. (6) The peptide sequence is FRNQWLLESDHLISE. The MHC is H-2-IAb with pseudo-sequence H-2-IAb. The binding affinity (normalized) is 0. (7) The peptide sequence is IPVIVADDLTAAINK. The MHC is DRB1_1101 with pseudo-sequence DRB1_1101. The binding affinity (normalized) is 0.